This data is from Full USPTO retrosynthesis dataset with 1.9M reactions from patents (1976-2016). The task is: Predict the reactants needed to synthesize the given product. Given the product [CH3:24][CH:25]1[CH2:30][N:29]([CH:31]2[CH2:34][O:33][CH2:32]2)[CH:28]([CH3:35])[CH2:27][N:26]1[C:36]1[CH:37]=[CH:38][C:39]([NH:42][C:43]2[C:44](=[O:59])[N:45]([CH3:58])[CH:46]=[C:47]([C:2]3[C:7]([CH:8]=[O:9])=[C:6]([N:10]4[CH2:22][CH2:21][C:20]5[N:19]6[C:14]([CH2:15][CH2:16][CH2:17][CH2:18]6)=[CH:13][C:12]=5[C:11]4=[O:23])[N:5]=[CH:4][CH:3]=3)[CH:48]=2)=[N:40][CH:41]=1, predict the reactants needed to synthesize it. The reactants are: Cl[C:2]1[C:7]([CH:8]=[O:9])=[C:6]([N:10]2[CH2:22][CH2:21][C:20]3[N:19]4[C:14]([CH2:15][CH2:16][CH2:17][CH2:18]4)=[CH:13][C:12]=3[C:11]2=[O:23])[N:5]=[CH:4][CH:3]=1.[CH3:24][C@H:25]1[CH2:30][N:29]([CH:31]2[CH2:34][O:33][CH2:32]2)[C@H:28]([CH3:35])[CH2:27][N:26]1[C:36]1[CH:37]=[CH:38][C:39]([NH:42][C:43]2[C:44](=[O:59])[N:45]([CH3:58])[CH:46]=[C:47](B3OC(C)(C)C(C)(C)O3)[CH:48]=2)=[N:40][CH:41]=1.[O-]P([O-])([O-])=O.[K+].[K+].[K+].C([O-])(=O)C.[Na+].